This data is from Forward reaction prediction with 1.9M reactions from USPTO patents (1976-2016). The task is: Predict the product of the given reaction. (1) Given the reactants Cl[C:2]1[C:7]([C:8](OCC)=[S:9])=[CH:6][N:5]=[C:4]([CH3:13])[N:3]=1.[CH:14]1([NH2:17])[CH2:16][CH2:15]1, predict the reaction product. The product is: [CH:14]1([NH:17][C:2]2[C:7]([CH:8]=[S:9])=[CH:6][N:5]=[C:4]([CH3:13])[N:3]=2)[CH2:16][CH2:15]1. (2) Given the reactants [Cl:1][C:2]1[N:7]=[C:6]([NH2:8])[N:5]=[C:4]2[NH:9][N:10]=[CH:11][C:3]=12.C([O-])([O-])=O.[Cs+].[Cs+].[Cl:18][C:19]1[C:24]([CH3:25])=[C:23]([O:26][CH3:27])[C:22]([CH3:28])=[C:21]([CH2:29]Cl)[N:20]=1, predict the reaction product. The product is: [Cl:1][C:2]1[N:7]=[C:6]([NH2:8])[N:5]=[C:4]2[N:9]([CH2:29][C:21]3[C:22]([CH3:28])=[C:23]([O:26][CH3:27])[C:24]([CH3:25])=[C:19]([Cl:18])[N:20]=3)[N:10]=[CH:11][C:3]=12. (3) Given the reactants [Br:1][C:2]1[CH:7]=[CH:6][C:5]([CH2:8][C:9]([OH:11])=O)=[CH:4][C:3]=1[C:12]([F:15])([F:14])[F:13].[C:16]1([C:22]2[CH:23]=[CH:24][C:25]([NH2:28])=[N:26][CH:27]=2)[CH:21]=[CH:20][CH:19]=[CH:18][CH:17]=1.CN(C(ON1N=NC2C=CC=NC1=2)=[N+](C)C)C.F[P-](F)(F)(F)(F)F.CCN(C(C)C)C(C)C, predict the reaction product. The product is: [Br:1][C:2]1[CH:7]=[CH:6][C:5]([CH2:8][C:9]([NH:28][C:25]2[CH:24]=[CH:23][C:22]([C:16]3[CH:21]=[CH:20][CH:19]=[CH:18][CH:17]=3)=[CH:27][N:26]=2)=[O:11])=[CH:4][C:3]=1[C:12]([F:15])([F:14])[F:13].